From a dataset of Forward reaction prediction with 1.9M reactions from USPTO patents (1976-2016). Predict the product of the given reaction. (1) Given the reactants Br[C:2]([CH3:24])([CH3:23])[C:3]([C:5]1[CH:10]=[CH:9][C:8]([C:11]23[CH2:18][CH2:17][C:14]([C:19]([O:21][CH3:22])=[O:20])([CH2:15][CH2:16]2)[CH2:13][CH2:12]3)=[CH:7][CH:6]=1)=O.[NH2:25][C:26]1[C:27]([OH:33])=[N:28][CH:29]=[N:30][C:31]=1[NH2:32].Cl, predict the reaction product. The product is: [NH2:32][C:31]1[C:26]2[N:25]=[C:3]([C:5]3[CH:6]=[CH:7][C:8]([C:11]45[CH2:18][CH2:17][C:14]([C:19]([O:21][CH3:22])=[O:20])([CH2:15][CH2:16]4)[CH2:13][CH2:12]5)=[CH:9][CH:10]=3)[C:2]([CH3:23])([CH3:24])[O:33][C:27]=2[N:28]=[CH:29][N:30]=1. (2) Given the reactants F[C:2]1[C:12]([F:13])=[CH:11][C:10]([I:14])=[CH:9][C:3]=1[C:4]([N:6]([CH3:8])[CH3:7])=[O:5].[NH2:15][C@H:16]1[CH2:21][CH2:20][C@H:19]([OH:22])[CH2:18][CH2:17]1, predict the reaction product. The product is: [F:13][C:12]1[C:2]([NH:15][CH:16]2[CH2:21][CH2:20][CH:19]([OH:22])[CH2:18][CH2:17]2)=[C:3]([CH:9]=[C:10]([I:14])[CH:11]=1)[C:4]([N:6]([CH3:8])[CH3:7])=[O:5].